From a dataset of Forward reaction prediction with 1.9M reactions from USPTO patents (1976-2016). Predict the product of the given reaction. (1) The product is: [CH3:3][O:4][C:5](=[O:27])[CH:6]([NH:15][C:16]([CH3:26])=[CH:17][C:18](=[O:25])[C:19]1[CH:24]=[CH:23][CH:22]=[CH:21][CH:20]=1)[CH2:7][C:8]1[CH:9]=[CH:10][C:11]([O:14][CH2:30][CH2:29][Br:28])=[CH:12][CH:13]=1. Given the reactants [OH-].[K+].[CH3:3][O:4][C:5](=[O:27])[CH:6]([NH:15][C:16]([CH3:26])=[CH:17][C:18](=[O:25])[C:19]1[CH:24]=[CH:23][CH:22]=[CH:21][CH:20]=1)[CH2:7][C:8]1[CH:13]=[CH:12][C:11]([OH:14])=[CH:10][CH:9]=1.[Br:28][CH2:29][CH2:30]Br, predict the reaction product. (2) Given the reactants [Br:1][C:2]1[N:7]=[C:6]2[N:8]([CH3:22])[C:9]3[CH2:14][CH2:13][N:12]([C:15]([O:17][C:18]([CH3:21])([CH3:20])[CH3:19])=[O:16])[CH2:11][C:10]=3[C:5]2=[CH:4][CH:3]=1.C1OCCOCCOCCOCCOCC[O:25]C1.[O-][Mn](=O)(=O)=O.[K+], predict the reaction product. The product is: [Br:1][C:2]1[N:7]=[C:6]2[N:8]([CH3:22])[C:9]3[CH2:14][CH2:13][N:12]([C:15]([O:17][C:18]([CH3:19])([CH3:21])[CH3:20])=[O:16])[C:11](=[O:25])[C:10]=3[C:5]2=[CH:4][CH:3]=1. (3) Given the reactants [C:1]([N:4]1[CH2:9][CH:8]([C:10]2[CH:15]=[CH:14][C:13]([CH2:16][CH:17]([F:19])[F:18])=[CH:12][CH:11]=2)[CH2:7][CH:6]([C:20](O)=[O:21])[CH2:5]1)(=[O:3])[CH3:2].O[NH:24][C:25](=[NH:30])[CH2:26][CH2:27][O:28][CH3:29], predict the reaction product. The product is: [F:18][CH:17]([F:19])[CH2:16][C:13]1[CH:12]=[CH:11][C:10]([CH:8]2[CH2:7][CH:6]([C:20]3[O:21][N:30]=[C:25]([CH2:26][CH2:27][O:28][CH3:29])[N:24]=3)[CH2:5][N:4]([C:1](=[O:3])[CH3:2])[CH2:9]2)=[CH:15][CH:14]=1. (4) Given the reactants [Cl:1][C:2]1[CH:10]=[CH:9][CH:8]=[C:7]2[C:3]=1[C:4]([C:15]([OH:17])=O)=[CH:5][N:6]2[CH:11]1[CH2:14][O:13][CH2:12]1.[CH:18]1([CH2:24][NH2:25])[CH2:23][CH2:22][CH2:21][CH2:20][CH2:19]1.C(Cl)CCl.N1(O)C2C=CC=CC=2N=N1.C(N(C(C)C)C(C)C)C, predict the reaction product. The product is: [Cl:1][C:2]1[CH:10]=[CH:9][CH:8]=[C:7]2[C:3]=1[C:4]([C:15]([NH:25][CH2:24][CH:18]1[CH2:23][CH2:22][CH2:21][CH2:20][CH2:19]1)=[O:17])=[CH:5][N:6]2[CH:11]1[CH2:12][O:13][CH2:14]1.